This data is from Full USPTO retrosynthesis dataset with 1.9M reactions from patents (1976-2016). The task is: Predict the reactants needed to synthesize the given product. (1) Given the product [C:24]([S:26][CH:6]1[CH2:7][N:8]([C:10]2[S:11][CH:12]=[C:13]([C:15]([N:17]3[CH2:18][CH2:19][N:20]([CH3:23])[CH2:21][CH2:22]3)=[O:16])[N:14]=2)[CH2:9]1)(=[O:27])[CH3:25], predict the reactants needed to synthesize it. The reactants are: CS(O[CH:6]1[CH2:9][N:8]([C:10]2[S:11][CH:12]=[C:13]([C:15]([N:17]3[CH2:22][CH2:21][N:20]([CH3:23])[CH2:19][CH2:18]3)=[O:16])[N:14]=2)[CH2:7]1)(=O)=O.[C:24]([O-:27])(=[S:26])[CH3:25].[K+]. (2) Given the product [CH:16]1([NH:22][S:12]([C:5]2[C:6]3[C:11](=[CH:10][CH:9]=[CH:8][CH:7]=3)[C:2]([CH3:1])=[CH:3][CH:4]=2)(=[O:14])=[O:13])[CH2:21][CH2:20][CH2:19][CH2:18][CH2:17]1, predict the reactants needed to synthesize it. The reactants are: [CH3:1][C:2]1[C:11]2[C:6](=[CH:7][CH:8]=[CH:9][CH:10]=2)[C:5]([S:12](Cl)(=[O:14])=[O:13])=[CH:4][CH:3]=1.[CH:16]1([NH2:22])[CH2:21][CH2:20][CH2:19][CH2:18][CH2:17]1.C(N(CC)CC)C. (3) The reactants are: Cl.[CH3:2][C:3]([CH3:45])([CH2:43][CH3:44])[CH2:4][C:5]1[N:6]=[C:7]([CH:16]([NH:41][CH3:42])[CH2:17][C:18]2[CH:23]=[CH:22][C:21]([N:24]3[CH2:29][CH2:28][CH2:27][C:26]4[CH:30]=[N:31][N:32](COCC[Si](C)(C)C)[C:25]3=4)=[CH:20][CH:19]=2)[N:8](S(N(C)C)(=O)=O)[CH:9]=1. Given the product [CH3:2][C:3]([CH3:45])([CH2:43][CH3:44])[CH2:4][C:5]1[N:6]=[C:7]([CH:16]([NH:41][CH3:42])[CH2:17][C:18]2[CH:19]=[CH:20][C:21]([N:24]3[CH2:29][CH2:28][CH2:27][C:26]4[CH:30]=[N:31][NH:32][C:25]3=4)=[CH:22][CH:23]=2)[NH:8][CH:9]=1, predict the reactants needed to synthesize it. (4) Given the product [CH:27]([N:13]1[C:14]2[C:19](=[CH:18][CH:17]=[CH:16][C:15]=2[C:20]([F:23])([F:21])[F:22])[C:11]([C:9]([C:5]2[CH:6]=[CH:7][CH:8]=[C:3]([O:2][CH3:1])[CH:4]=2)=[O:10])=[N:12]1)([CH3:29])[CH3:28], predict the reactants needed to synthesize it. The reactants are: [CH3:1][O:2][C:3]1[CH:4]=[C:5]([C:9]([C:11]2[C:19]3[C:14](=[C:15]([C:20]([F:23])([F:22])[F:21])[CH:16]=[CH:17][CH:18]=3)[NH:13][N:12]=2)=[O:10])[CH:6]=[CH:7][CH:8]=1.[H-].[Na+].I[CH:27]([CH3:29])[CH3:28]. (5) Given the product [CH3:1][O:2][C:5]1[CH:6]=[C:7]([CH:11]=[C:12]([C:14]([F:17])([F:16])[F:15])[CH:13]=1)[C:8]([OH:10])=[O:9], predict the reactants needed to synthesize it. The reactants are: [CH3:1][O-:2].[Na+].F[C:5]1[CH:6]=[C:7]([CH:11]=[C:12]([C:14]([F:17])([F:16])[F:15])[CH:13]=1)[C:8]([OH:10])=[O:9].Cl. (6) Given the product [CH2:9]([O:16][C:17]1[CH:22]=[C:21]([O:23][CH2:24][C:25]2[CH:30]=[CH:29][CH:28]=[CH:27][CH:26]=2)[C:20]([Cl:31])=[CH:19][C:18]=1[C:32]1[C:36]([Br:1])=[CH:35][NH:34][N:33]=1)[C:10]1[CH:11]=[CH:12][CH:13]=[CH:14][CH:15]=1, predict the reactants needed to synthesize it. The reactants are: [Br:1]N1C(=O)CCC1=O.[CH2:9]([O:16][C:17]1[CH:22]=[C:21]([O:23][CH2:24][C:25]2[CH:30]=[CH:29][CH:28]=[CH:27][CH:26]=2)[C:20]([Cl:31])=[CH:19][C:18]=1[C:32]1[CH:36]=[CH:35][NH:34][N:33]=1)[C:10]1[CH:15]=[CH:14][CH:13]=[CH:12][CH:11]=1.O. (7) Given the product [Cl:7][C:8]1[C:15]([Cl:16])=[CH:14][CH:13]=[CH:12][C:9]=1[CH2:10][NH:11][C:5]1[S:6][CH2:2][CH2:3][N:4]=1, predict the reactants needed to synthesize it. The reactants are: Cl[CH2:2][CH2:3][N:4]=[C:5]=[S:6].[Cl:7][C:8]1[C:15]([Cl:16])=[CH:14][CH:13]=[CH:12][C:9]=1[CH2:10][NH2:11].[OH-].[Na+]. (8) The reactants are: [F:1][C:2]1[CH:7]=[CH:6][C:5]([C:8]2[N:9]=[C:10]3[N:14]([C:15]=2[C:16]2[CH:17]=[CH:18][C:19]4[N:20]([C:22]([CH:25]5[CH2:29][CH2:28][NH:27][CH2:26]5)=[N:23][N:24]=4)[CH:21]=2)[CH:13]=[CH:12][O:11]3)=[CH:4][CH:3]=1.[C:30](Cl)(=[O:32])[CH3:31]. Given the product [F:1][C:2]1[CH:7]=[CH:6][C:5]([C:8]2[N:9]=[C:10]3[N:14]([C:15]=2[C:16]2[CH:17]=[CH:18][C:19]4[N:20]([C:22]([CH:25]5[CH2:29][CH2:28][N:27]([C:30](=[O:32])[CH3:31])[CH2:26]5)=[N:23][N:24]=4)[CH:21]=2)[CH:13]=[CH:12][O:11]3)=[CH:4][CH:3]=1, predict the reactants needed to synthesize it. (9) Given the product [N+:1]([C:4]1[CH:9]=[CH:8][C:24]([C:23]([OH:26])=[O:25])=[CH:6][CH:5]=1)([O-:3])=[O:2].[N+:1]([C:4]1[CH:9]=[CH:8][C:7]([CH:10]=[O:11])=[CH:6][CH:5]=1)([O-:3])=[O:2], predict the reactants needed to synthesize it. The reactants are: [N+:1]([C:4]1[CH:9]=[CH:8][C:7]([CH3:10])=[CH:6][CH:5]=1)([O-:3])=[O:2].[OH:11]N1C(=O)N(O)C(=O)N(O)C1=O.[C:23]([OH:26])(=[O:25])[CH3:24]. (10) Given the product [CH3:1][O:2][C:3]1[CH:8]=[CH:7][C:6]2[C:20]3[C:15](=[CH:16][CH:17]=[CH:18][CH:19]=3)[C:10]3[C:9](=[CH:14][CH:13]=[CH:12][CH:11]=3)[C:5]=2[CH:4]=1, predict the reactants needed to synthesize it. The reactants are: [CH3:1][O:2][C:3]1[CH:4]=[C:5]([C:9]2[C:10]([C:15]3[CH:20]=[CH:19][CH:18]=[CH:17][CH:16]=3)=[CH:11][CH:12]=[CH:13][CH:14]=2)[CH:6]=[CH:7][CH:8]=1.